The task is: Predict the reactants needed to synthesize the given product.. This data is from Full USPTO retrosynthesis dataset with 1.9M reactions from patents (1976-2016). (1) The reactants are: [CH:1]1[N:5]([C@@H:6]2[O:10][C@H:9]([CH2:11][O:12]P(O)(O)=O)[C@@H:8]([OH:17])[C@H:7]2[OH:18])[C:4]([NH2:19])=[C:3]([C:20]([NH2:22])=[O:21])[N:2]=1.[N:23]([O-])=O.[Na+].N. Given the product [C@@H:6]1([N:5]2[C:4]3[N:19]=[N:23][NH:22][C:20](=[O:21])[C:3]=3[N:2]=[CH:1]2)[O:10][C@H:9]([CH2:11][OH:12])[C@@H:8]([OH:17])[C@H:7]1[OH:18], predict the reactants needed to synthesize it. (2) Given the product [CH3:28][P:26]([C:29]1[CH:30]=[CH:31][C:32]([O:36][CH3:37])=[C:33]([NH:34][C:2]2[CH:7]=[C:6]([NH:8][C:9]3[CH:14]=[CH:13][CH:12]=[CH:11][C:10]=3[S:15]([CH:18]([CH3:20])[CH3:19])(=[O:17])=[O:16])[C:5]([C:21]([F:24])([F:23])[F:22])=[CH:4][N:3]=2)[CH:35]=1)([CH3:25])=[O:27], predict the reactants needed to synthesize it. The reactants are: Cl[C:2]1[CH:7]=[C:6]([NH:8][C:9]2[CH:14]=[CH:13][CH:12]=[CH:11][C:10]=2[S:15]([CH:18]([CH3:20])[CH3:19])(=[O:17])=[O:16])[C:5]([C:21]([F:24])([F:23])[F:22])=[CH:4][N:3]=1.[CH3:25][P:26]([C:29]1[CH:30]=[CH:31][C:32]([O:36][CH3:37])=[C:33]([CH:35]=1)[NH2:34])([CH3:28])=[O:27]. (3) Given the product [F:25][C:18]1[C:19]([F:24])=[C:20]([CH3:23])[CH:21]=[CH:22][C:17]=1[N:16]1[C:12]([C:11]2[C:6]([NH2:5])=[N:7][CH:8]=[CH:9][CH:10]=2)=[N:13][N:14]=[N:15]1, predict the reactants needed to synthesize it. The reactants are: C([NH:5][C:6]1[C:11]([C:12]2[N:16]([C:17]3[CH:22]=[CH:21][C:20]([CH3:23])=[C:19]([F:24])[C:18]=3[F:25])[N:15]=[N:14][N:13]=2)=[CH:10][CH:9]=[CH:8][N:7]=1)(C)(C)C.Cl.[OH-].[Na+]. (4) Given the product [F:29][C:30]1[CH:35]=[CH:34][C:33]([O:36][C:2]2[CH:21]=[C:20]([C:22]([F:28])([F:27])[C:23]([F:24])([F:26])[F:25])[CH:19]=[CH:18][C:3]=2[C:4]([NH:6][C:7]2[CH:8]=[CH:9][C:10]([C:13]([OH:15])=[O:14])=[N:11][CH:12]=2)=[O:5])=[C:32]([O:37][CH3:38])[CH:31]=1, predict the reactants needed to synthesize it. The reactants are: F[C:2]1[CH:21]=[C:20]([C:22]([F:28])([F:27])[C:23]([F:26])([F:25])[F:24])[CH:19]=[CH:18][C:3]=1[C:4]([NH:6][C:7]1[CH:8]=[CH:9][C:10]([C:13]([O:15]CC)=[O:14])=[N:11][CH:12]=1)=[O:5].[F:29][C:30]1[CH:35]=[CH:34][C:33]([OH:36])=[C:32]([O:37][CH3:38])[CH:31]=1.C([O-])([O-])=O.[Cs+].[Cs+].[OH-].[Na+]. (5) Given the product [Cl:1][C:2]1[CH:3]=[C:4]([CH2:9][S:10]([NH2:19])(=[O:12])=[O:11])[CH:5]=[CH:6][C:7]=1[Cl:8], predict the reactants needed to synthesize it. The reactants are: [Cl:1][C:2]1[CH:3]=[C:4]([CH2:9][S:10](Cl)(=[O:12])=[O:11])[CH:5]=[CH:6][C:7]=1[Cl:8].CC(C)=O.[OH-].[NH4+:19].